From a dataset of Full USPTO retrosynthesis dataset with 1.9M reactions from patents (1976-2016). Predict the reactants needed to synthesize the given product. (1) Given the product [Cl:3][C:4]1[CH:5]=[C:6]([N:10]2[CH:14]=[C:13]([CH:15]([O:17][C:23]3[N:19]([CH3:18])[C:20]([C:28]4[CH:33]=[CH:32][N:31]=[CH:30][CH:29]=4)=[N:21][N:22]=3)[CH3:16])[CH:12]=[N:11]2)[CH:7]=[CH:8][CH:9]=1, predict the reactants needed to synthesize it. The reactants are: [H-].[Na+].[Cl:3][C:4]1[CH:5]=[C:6]([N:10]2[CH:14]=[C:13]([CH:15]([OH:17])[CH3:16])[CH:12]=[N:11]2)[CH:7]=[CH:8][CH:9]=1.[CH3:18][N:19]1[C:23](S(C)(=O)=O)=[N:22][N:21]=[C:20]1[C:28]1[CH:33]=[CH:32][N:31]=[CH:30][CH:29]=1. (2) Given the product [NH2:45][C:38]1[CH:39]=[CH:40][C:41]([C:43]#[N:44])=[CH:42][C:37]=1[NH:36][C:2]1[N:7]=[CH:6][C:5]([CH2:8][C:9]([NH2:11])=[O:10])=[C:4]([NH:12][CH2:13][C:14]2[CH:19]=[C:18]([F:20])[CH:17]=[C:16]([F:21])[CH:15]=2)[CH:3]=1, predict the reactants needed to synthesize it. The reactants are: Cl[C:2]1[N:7]=[CH:6][C:5]([CH2:8][C:9]([NH2:11])=[O:10])=[C:4]([NH:12][CH2:13][C:14]2[CH:19]=[C:18]([F:20])[CH:17]=[C:16]([F:21])[CH:15]=2)[CH:3]=1.O1CCN(C2C=CC(N)=C(N)C=2)CC1.[NH2:36][C:37]1[CH:42]=[C:41]([C:43]#[N:44])[CH:40]=[CH:39][C:38]=1[NH:45]C1N=CC(CC(N)=O)=C(NCC2C=C(F)C=C(F)C=2)C=1. (3) Given the product [C:17]1([C@H:15]([N:11]2[CH2:10][CH2:9][CH:8]([C:5]3[CH:6]=[CH:7][C:2]([C:24]#[N:25])=[CH:3][CH:4]=3)[O:14][CH2:13][CH2:12]2)[CH3:16])[CH:22]=[CH:21][CH:20]=[CH:19][CH:18]=1, predict the reactants needed to synthesize it. The reactants are: Br[C:2]1[CH:7]=[CH:6][C:5]([CH:8]2[O:14][CH2:13][CH2:12][N:11]([C@@H:15]([C:17]3[CH:22]=[CH:21][CH:20]=[CH:19][CH:18]=3)[CH3:16])[CH2:10][CH2:9]2)=[CH:4][CH:3]=1.O.[CH3:24][N:25](C)C=O. (4) Given the product [ClH:61].[ClH:61].[ClH:61].[CH3:1][O:2][C:3]1[CH:12]=[C:11]2[C:6]([C:7]([C:20]3[CH:25]=[CH:24][C:23]([O:26][CH3:27])=[CH:22][CH:21]=3)=[N:8][N:9]=[C:10]2[NH:13][CH:14]2[CH2:15][CH2:16][N:17]([CH2:41][C:40]3[CH:39]=[CH:38][C:37]([O:36][CH2:35][CH2:34][CH:30]4[CH2:31][CH2:32][CH2:33][N:29]4[CH3:28])=[CH:44][CH:43]=3)[CH2:18][CH2:19]2)=[CH:5][CH:4]=1, predict the reactants needed to synthesize it. The reactants are: [CH3:1][O:2][C:3]1[CH:12]=[C:11]2[C:6]([C:7]([C:20]3[CH:25]=[CH:24][C:23]([O:26][CH3:27])=[CH:22][CH:21]=3)=[N:8][N:9]=[C:10]2[NH:13][CH:14]2[CH2:19][CH2:18][NH:17][CH2:16][CH2:15]2)=[CH:5][CH:4]=1.[CH3:28][N:29]1[CH2:33][CH2:32][CH2:31][CH:30]1[CH2:34][CH2:35][O:36][C:37]1[CH:44]=[CH:43][C:40]([CH:41]=O)=[CH:39][CH:38]=1.C(O[BH-](OC(=O)C)OC(=O)C)(=O)C.[Na+].[OH-].[Na+].[Cl:61]CCCl. (5) Given the product [CH3:1][O:2][C:3](=[O:29])[CH2:4][C:5](=[O:37])/[CH:6]=[CH:7]/[C:9]1[N:10]([CH:25]([CH3:26])[CH3:27])[C:11]2[C:16]([C:17]=1[C:18]1[CH:23]=[CH:22][C:21]([F:24])=[CH:20][CH:19]=1)=[CH:15][CH:14]=[CH:13][CH:12]=2, predict the reactants needed to synthesize it. The reactants are: [CH3:1][O:2][C:3](=[O:29])[CH:4]=[C:5](C)[CH2:6][CH:7]([C:9]1[N:10]([CH:25]([CH3:27])[CH3:26])[C:11]2[C:16]([C:17]=1[C:18]1[CH:23]=[CH:22][C:21]([F:24])=[CH:20][CH:19]=1)=[CH:15][CH:14]=[CH:13][CH:12]=2)C.C(N(CC)CC)C.[OH-:37].[NH4+].[Cl-].[Na+]. (6) Given the product [Br:2][C:3]1[CH:4]=[CH:5][C:6]([C@H:9]2[CH2:14][NH:13][CH2:12][CH2:11][NH:10]2)=[CH:7][CH:8]=1, predict the reactants needed to synthesize it. The reactants are: Cl.[Br:2][C:3]1[CH:8]=[CH:7][C:6]([C@H:9]2[CH2:14][N:13](C(OC(C)(C)C)=O)[CH2:12][CH2:11][N:10]2C(OC(C)(C)C)=O)=[CH:5][CH:4]=1. (7) Given the product [CH3:15][N:16]([CH3:19])[C:17]1[CH:8]=[CH:9][CH:10]=[C:4]([N+:1]([O-:3])=[O:2])[CH:5]=1, predict the reactants needed to synthesize it. The reactants are: [N+:1]([C:4]1[CH:5]=C([CH:8]=[CH:9][CH:10]=1)N)([O-:3])=[O:2].[H-].[Na+].IC.[CH3:15][N:16]([CH3:19])[CH:17]=O. (8) The reactants are: Cl[C:2]1[C:3]2[CH:10]=[CH:9][N:8]([C@H:11]3[C@@H:15]4[O:16][C:17]([CH3:20])([CH3:19])[O:18][C@@H:14]4[C@@H:13]([CH2:21][OH:22])[O:12]3)[C:4]=2[N:5]=[CH:6][N:7]=1.C(N(C(C)C)CC)(C)C.[NH2:32][C@@H:33]1[C:41]2[C:36](=[CH:37][CH:38]=[CH:39][CH:40]=2)[CH2:35][CH2:34]1. Given the product [C@@H:33]1([NH:32][C:2]2[C:3]3[CH:10]=[CH:9][N:8]([C@H:11]4[C@@H:15]5[O:16][C:17]([CH3:20])([CH3:19])[O:18][C@@H:14]5[C@@H:13]([CH2:21][OH:22])[O:12]4)[C:4]=3[N:5]=[CH:6][N:7]=2)[C:41]2[C:36](=[CH:37][CH:38]=[CH:39][CH:40]=2)[CH2:35][CH2:34]1, predict the reactants needed to synthesize it.